This data is from Full USPTO retrosynthesis dataset with 1.9M reactions from patents (1976-2016). The task is: Predict the reactants needed to synthesize the given product. (1) Given the product [C:1]([O:5][C:6]([N:8]1[CH2:13][CH2:12][CH:11]([NH:19][C:18]2[CH:20]=[CH:21][C:22]([F:23])=[C:16]([F:15])[CH:17]=2)[CH2:10][CH2:9]1)=[O:7])([CH3:4])([CH3:3])[CH3:2], predict the reactants needed to synthesize it. The reactants are: [C:1]([O:5][C:6]([N:8]1[CH2:13][CH2:12][C:11](=O)[CH2:10][CH2:9]1)=[O:7])([CH3:4])([CH3:3])[CH3:2].[F:15][C:16]1[CH:17]=[C:18]([CH:20]=[CH:21][C:22]=1[F:23])[NH2:19]. (2) Given the product [Cl:17][C:16]1[CH:15]=[C:14]2[C:9]([CH:10]=[CH:11][C:12]([CH3:18])=[N:13]2)=[C:8]([C:19]2[CH:24]=[CH:23][C:22]([Cl:25])=[CH:21][CH:20]=2)[C:7]=1[CH:28]=[CH2:29], predict the reactants needed to synthesize it. The reactants are: FC(F)(F)S(O[C:7]1[C:8]([C:19]2[CH:24]=[CH:23][C:22]([Cl:25])=[CH:21][CH:20]=2)=[C:9]2[C:14](=[CH:15][C:16]=1[Cl:17])[N:13]=[C:12]([CH3:18])[CH:11]=[CH:10]2)(=O)=O.[CH2:28]([Sn](CCCC)(CCCC)C=C)[CH2:29]CC.[Cl-].[Li+].C(C1C=C(C)C=C(C(C)(C)C)C=1O)(C)(C)C. (3) Given the product [C:57]([C:59]#[C:60][C:61]1[CH:66]=[CH:65][C:64]([N:67]2[CH:71]=[C:70]([CH2:72][NH:73][C:10](=[O:12])[C:9]3[CH:8]=[CH:7][C:6]([C:3]4([C:2]([F:1])([F:16])[F:15])[N:4]=[N:5]4)=[CH:14][CH:13]=3)[N:69]=[N:68]2)=[CH:63][CH:62]=1)#[N:58], predict the reactants needed to synthesize it. The reactants are: [F:1][C:2]([F:16])([F:15])[C:3]1([C:6]2[CH:14]=[CH:13][C:9]([C:10]([OH:12])=O)=[CH:8][CH:7]=2)[N:5]=[N:4]1.CN(C(ON1N=NC2C=CC=NC1=2)=[N+](C)C)C.F[P-](F)(F)(F)(F)F.CCN(C(C)C)C(C)C.FC(F)(F)C([O-])=O.[C:57]([C:59]#[C:60][C:61]1[CH:66]=[CH:65][C:64]([N:67]2[CH:71]=[C:70]([CH2:72][NH3+:73])[N:69]=[N:68]2)=[CH:63][CH:62]=1)#[N:58]. (4) The reactants are: [Cl:1][C:2]1[C:7]2[N:8]=[CH:9][N:10]([CH2:11][CH3:12])[C:6]=2[CH:5]=[CH:4][N:3]=1.[Li]CCCC.CN([CH:21]=[O:22])C. Given the product [Cl:1][C:2]1[C:7]2[N:8]=[C:9]([CH:21]=[O:22])[N:10]([CH2:11][CH3:12])[C:6]=2[CH:5]=[CH:4][N:3]=1, predict the reactants needed to synthesize it. (5) Given the product [Br:22][C:23]1[CH:28]=[CH:27][CH:26]=[CH:25][C:24]=1[NH:29][C:30]([NH:5][C:6]1[CH:11]=[CH:10][C:9]([Cl:12])=[C:8]([S:13]([NH:16][CH2:17][CH:18]2[CH2:20][CH2:19]2)(=[O:14])=[O:15])[C:7]=1[OH:21])=[O:31], predict the reactants needed to synthesize it. The reactants are: NC(N)=O.[NH2:5][C:6]1[C:7]([OH:21])=[C:8]([S:13]([NH:16][CH2:17][CH:18]2[CH2:20][CH2:19]2)(=[O:15])=[O:14])[C:9]([Cl:12])=[CH:10][CH:11]=1.[Br:22][C:23]1[CH:28]=[CH:27][CH:26]=[CH:25][C:24]=1[N:29]=[C:30]=[O:31].